This data is from NCI-60 drug combinations with 297,098 pairs across 59 cell lines. The task is: Regression. Given two drug SMILES strings and cell line genomic features, predict the synergy score measuring deviation from expected non-interaction effect. (1) Drug 1: CC1=CC=C(C=C1)C2=CC(=NN2C3=CC=C(C=C3)S(=O)(=O)N)C(F)(F)F. Drug 2: CCC1(CC2CC(C3=C(CCN(C2)C1)C4=CC=CC=C4N3)(C5=C(C=C6C(=C5)C78CCN9C7C(C=CC9)(C(C(C8N6C)(C(=O)OC)O)OC(=O)C)CC)OC)C(=O)OC)O.OS(=O)(=O)O. Cell line: SK-MEL-28. Synergy scores: CSS=-4.01, Synergy_ZIP=2.20, Synergy_Bliss=0.713, Synergy_Loewe=0.920, Synergy_HSA=-3.14. (2) Synergy scores: CSS=40.4, Synergy_ZIP=-0.147, Synergy_Bliss=-0.477, Synergy_Loewe=-15.0, Synergy_HSA=-3.98. Drug 1: C1CN1P(=S)(N2CC2)N3CC3. Cell line: UO-31. Drug 2: CC1CCCC2(C(O2)CC(NC(=O)CC(C(C(=O)C(C1O)C)(C)C)O)C(=CC3=CSC(=N3)C)C)C. (3) Drug 1: CC1=C(C=C(C=C1)NC(=O)C2=CC=C(C=C2)CN3CCN(CC3)C)NC4=NC=CC(=N4)C5=CN=CC=C5. Drug 2: CCC1(C2=C(COC1=O)C(=O)N3CC4=CC5=C(C=CC(=C5CN(C)C)O)N=C4C3=C2)O.Cl. Cell line: DU-145. Synergy scores: CSS=26.8, Synergy_ZIP=0.312, Synergy_Bliss=-2.43, Synergy_Loewe=-55.5, Synergy_HSA=-6.74. (4) Drug 1: CCN(CC)CCNC(=O)C1=C(NC(=C1C)C=C2C3=C(C=CC(=C3)F)NC2=O)C. Drug 2: C(CC(=O)O)C(=O)CN.Cl. Cell line: COLO 205. Synergy scores: CSS=10.4, Synergy_ZIP=-3.71, Synergy_Bliss=3.14, Synergy_Loewe=2.52, Synergy_HSA=1.34. (5) Drug 2: C1C(C(OC1N2C=NC(=NC2=O)N)CO)O. Cell line: CAKI-1. Synergy scores: CSS=22.6, Synergy_ZIP=-1.90, Synergy_Bliss=0.219, Synergy_Loewe=-0.432, Synergy_HSA=0.105. Drug 1: CCCCC(=O)OCC(=O)C1(CC(C2=C(C1)C(=C3C(=C2O)C(=O)C4=C(C3=O)C=CC=C4OC)O)OC5CC(C(C(O5)C)O)NC(=O)C(F)(F)F)O. (6) Drug 1: C1C(C(OC1N2C=NC3=C(N=C(N=C32)Cl)N)CO)O. Drug 2: COC1=NC(=NC2=C1N=CN2C3C(C(C(O3)CO)O)O)N. Cell line: KM12. Synergy scores: CSS=20.1, Synergy_ZIP=-3.65, Synergy_Bliss=3.30, Synergy_Loewe=-12.8, Synergy_HSA=-0.860.